This data is from Reaction yield outcomes from USPTO patents with 853,638 reactions. The task is: Predict the reaction yield, written as a fraction of the theoretical maximum amount of product (1.0 means a 100% yield; for example, 0.34 means a 34% yield). The reactants are [Cl:1][C:2]1[CH:3]=[C:4]([CH:48]=[CH:49][CH:50]=1)[CH2:5][N:6]1[CH2:46][C:11]2[CH:12]=[C:13]3[C:17](=[CH:18][C:10]=2[NH:9][C:8](=[O:47])[CH2:7]1)[N:16](C(C1C=CC=CC=1)(C1C=CC=CC=1)C1C=CC=CC=1)[N:15]=[C:14]3[C:38]1[CH:39]=[N:40][C:41]([O:44][CH3:45])=[N:42][CH:43]=1.C(O)(C(F)(F)F)=O. The catalyst is C(Cl)Cl. The product is [Cl:1][C:2]1[CH:3]=[C:4]([CH:48]=[CH:49][CH:50]=1)[CH2:5][N:6]1[CH2:46][C:11]2[CH:12]=[C:13]3[C:17](=[CH:18][C:10]=2[NH:9][C:8](=[O:47])[CH2:7]1)[NH:16][N:15]=[C:14]3[C:38]1[CH:39]=[N:40][C:41]([O:44][CH3:45])=[N:42][CH:43]=1. The yield is 0.390.